Dataset: Catalyst prediction with 721,799 reactions and 888 catalyst types from USPTO. Task: Predict which catalyst facilitates the given reaction. Reactant: [Cl:1][C:2]1[CH:3]=[CH:4][C:5]([O:25][CH2:26][CH:27]([CH3:29])[CH3:28])=[C:6]([C:8]2[CH:13]=[CH:12][CH:11]=[CH:10][C:9]=2[C:14]2[N:19]=[C:18]([C:20]([O:22]CC)=[O:21])[CH:17]=[CH:16][CH:15]=2)[CH:7]=1.[OH-].[Na+:31]. Product: [Cl:1][C:2]1[CH:3]=[CH:4][C:5]([O:25][CH2:26][CH:27]([CH3:29])[CH3:28])=[C:6]([C:8]2[CH:13]=[CH:12][CH:11]=[CH:10][C:9]=2[C:14]2[N:19]=[C:18]([C:20]([O-:22])=[O:21])[CH:17]=[CH:16][CH:15]=2)[CH:7]=1.[Na+:31]. The catalyst class is: 8.